Dataset: Forward reaction prediction with 1.9M reactions from USPTO patents (1976-2016). Task: Predict the product of the given reaction. (1) Given the reactants [N+:1]([C:4]1[CH:5]=[C:6]2[C:11](=[CH:12][CH:13]=1)[NH:10][C:9](=O)[NH:8][C:7]2=O)([O-:3])=[O:2].P(Cl)(Cl)(Cl)=O.C(N(C(C)C)C=O)(C)C.Cl.[F:31][C:32]([F:36])([F:35])[CH2:33][NH2:34].C(N(CC)CC)C.[CH2:44]([NH2:47])[CH:45]=[CH2:46], predict the reaction product. The product is: [CH2:44]([NH:47][C:9]1[N:8]=[C:7]([NH:34][CH2:33][C:32]([F:36])([F:35])[F:31])[C:6]2[C:11](=[CH:12][CH:13]=[C:4]([N+:1]([O-:3])=[O:2])[CH:5]=2)[N:10]=1)[CH:45]=[CH2:46]. (2) Given the reactants [N+:1]([C:4]1[CH:12]=[CH:11][C:7]([C:8]([OH:10])=[O:9])=[CH:6][CH:5]=1)([O-:3])=[O:2].[N+](=[CH2:15])=[N-].CO, predict the reaction product. The product is: [N+:1]([C:4]1[CH:5]=[CH:6][C:7]([C:8]([O:10][CH3:15])=[O:9])=[CH:11][CH:12]=1)([O-:3])=[O:2]. (3) The product is: [Br:19][C:6]1[C:5]2[C:9](=[CH:10][CH:11]=[C:3]([C:2]([F:17])([F:1])[F:18])[CH:4]=2)[NH:8][C:7]=1[C:12]([O:14][CH2:15][CH3:16])=[O:13]. Given the reactants [F:1][C:2]([F:18])([F:17])[C:3]1[CH:4]=[C:5]2[C:9](=[CH:10][CH:11]=1)[NH:8][C:7]([C:12]([O:14][CH2:15][CH3:16])=[O:13])=[CH:6]2.[Br:19]N1C(=O)CCC1=O, predict the reaction product. (4) Given the reactants [Se](=O)=[O:2].[CH3:4][N:5]([CH3:20])[C:6](=[O:19])[S:7][C:8]1[CH:17]=[C:16]2[C:11]([CH:12]=[CH:13][C:14]([CH3:18])=[N:15]2)=[CH:10][CH:9]=1, predict the reaction product. The product is: [CH3:20][N:5]([CH3:4])[C:6](=[O:19])[S:7][C:8]1[CH:17]=[C:16]2[C:11]([CH:12]=[CH:13][C:14]([CH:18]=[O:2])=[N:15]2)=[CH:10][CH:9]=1.